From a dataset of NCI-60 drug combinations with 297,098 pairs across 59 cell lines. Regression. Given two drug SMILES strings and cell line genomic features, predict the synergy score measuring deviation from expected non-interaction effect. (1) Drug 1: CC1C(C(CC(O1)OC2CC(OC(C2O)C)OC3=CC4=CC5=C(C(=O)C(C(C5)C(C(=O)C(C(C)O)O)OC)OC6CC(C(C(O6)C)O)OC7CC(C(C(O7)C)O)OC8CC(C(C(O8)C)O)(C)O)C(=C4C(=C3C)O)O)O)O. Drug 2: C1CCC(C(C1)N)N.C(=O)(C(=O)[O-])[O-].[Pt+4]. Cell line: SR. Synergy scores: CSS=54.5, Synergy_ZIP=-0.696, Synergy_Bliss=-0.0124, Synergy_Loewe=-5.59, Synergy_HSA=0.0207. (2) Drug 1: C1CN1P(=S)(N2CC2)N3CC3. Drug 2: CC1=C(N=C(N=C1N)C(CC(=O)N)NCC(C(=O)N)N)C(=O)NC(C(C2=CN=CN2)OC3C(C(C(C(O3)CO)O)O)OC4C(C(C(C(O4)CO)O)OC(=O)N)O)C(=O)NC(C)C(C(C)C(=O)NC(C(C)O)C(=O)NCCC5=NC(=CS5)C6=NC(=CS6)C(=O)NCCC[S+](C)C)O. Cell line: RPMI-8226. Synergy scores: CSS=20.2, Synergy_ZIP=-4.61, Synergy_Bliss=-6.07, Synergy_Loewe=-10.8, Synergy_HSA=-5.32. (3) Drug 1: COC1=CC(=CC(=C1O)OC)C2C3C(COC3=O)C(C4=CC5=C(C=C24)OCO5)OC6C(C(C7C(O6)COC(O7)C8=CC=CS8)O)O. Drug 2: CN1C(=O)N2C=NC(=C2N=N1)C(=O)N. Cell line: SW-620. Synergy scores: CSS=32.6, Synergy_ZIP=-2.86, Synergy_Bliss=-3.47, Synergy_Loewe=-21.2, Synergy_HSA=-2.06. (4) Drug 1: C1=NC2=C(N=C(N=C2N1C3C(C(C(O3)CO)O)O)F)N. Drug 2: C1CN(P(=O)(OC1)NCCCl)CCCl. Cell line: DU-145. Synergy scores: CSS=-6.12, Synergy_ZIP=0.782, Synergy_Bliss=-0.110, Synergy_Loewe=-9.29, Synergy_HSA=-6.45.